This data is from Catalyst prediction with 721,799 reactions and 888 catalyst types from USPTO. The task is: Predict which catalyst facilitates the given reaction. (1) Reactant: C(O[C:6]([N:8]1[CH2:13][CH2:12][N:11]([C@H:14]([CH2:26][O:27][CH3:28])[CH2:15][CH2:16][N:17]2[CH2:24][CH2:23][C:20]3([CH2:22][CH2:21]3)[C@H:19]([OH:25])[CH2:18]2)[C:10](=[O:29])[C@@H:9]1[CH3:30])=[O:7])(C)(C)C.Cl.[Cl:32][C:33]1[CH:34]=[C:35]([N:40]=C=O)[CH:36]=[CH:37][C:38]=1[F:39]. The catalyst class is: 12. Product: [Cl:32][C:33]1[CH:34]=[C:35]([NH:40][C:6]([N:8]2[CH2:13][CH2:12][N:11]([C@H:14]([CH2:26][O:27][CH3:28])[CH2:15][CH2:16][N:17]3[CH2:24][CH2:23][C:20]4([CH2:22][CH2:21]4)[C@H:19]([OH:25])[CH2:18]3)[C:10](=[O:29])[C@@H:9]2[CH3:30])=[O:7])[CH:36]=[CH:37][C:38]=1[F:39]. (2) Reactant: S(=O)(=O)(O)O.[CH2:6]([O:8][C:9](=[O:22])[CH2:10][C:11]1([C:17]([O:19][CH2:20][CH3:21])=[O:18])[CH2:15][CH2:14][CH2:13][C:12]1=O)[CH3:7].Cl.[CH:24]1([C:29]2[CH:44]=[CH:43][C:32]([CH2:33][O:34][C:35]3[CH:40]=[CH:39][C:38]([NH:41]N)=[CH:37][CH:36]=3)=[CH:31][C:30]=2[C:45]([F:48])([F:47])[F:46])[CH2:28][CH2:27][CH2:26][CH2:25]1. Product: [CH:24]1([C:29]2[CH:44]=[CH:43][C:32]([CH2:33][O:34][C:35]3[CH:40]=[CH:39][C:38]4[NH:41][C:12]5[C:11]([CH2:10][C:9]([O:8][CH2:6][CH3:7])=[O:22])([C:17]([O:19][CH2:20][CH3:21])=[O:18])[CH2:15][CH2:14][C:13]=5[C:37]=4[CH:36]=3)=[CH:31][C:30]=2[C:45]([F:46])([F:47])[F:48])[CH2:25][CH2:26][CH2:27][CH2:28]1. The catalyst class is: 14. (3) Reactant: C([O:5][C:6](=[O:37])[CH2:7][NH:8][C:9](=[O:36])[C:10]1[CH:15]=[CH:14][C:13]([CH:16]([CH3:34])[C:17]([OH:33])([C:22]2[CH:23]=[CH:24][C:25]3[O:29][C:28](=[O:30])[N:27]([CH3:31])[C:26]=3[CH:32]=2)[C:18]([F:21])([F:20])[F:19])=[C:12]([Cl:35])[CH:11]=1)(C)(C)C.FC(F)(F)C(O)=O. Product: [Cl:35][C:12]1[CH:11]=[C:10]([CH:15]=[CH:14][C:13]=1[CH:16]([CH3:34])[C:17]([OH:33])([C:22]1[CH:23]=[CH:24][C:25]2[O:29][C:28](=[O:30])[N:27]([CH3:31])[C:26]=2[CH:32]=1)[C:18]([F:20])([F:21])[F:19])[C:9]([NH:8][CH2:7][C:6]([OH:37])=[O:5])=[O:36]. The catalyst class is: 4. (4) Reactant: C([O:8][C:9](=[O:37])[CH2:10][O:11][C:12]1[CH:17]=[CH:16][C:15]([Cl:18])=[CH:14][C:13]=1[CH2:19][C:20]1[CH:25]=[C:24]([Cl:26])[CH:23]=[CH:22][C:21]=1[O:27][CH:28]([CH3:36])[C:29](=[O:35])[N:30]1[CH2:34][CH2:33][CH2:32][CH2:31]1)C1C=CC=CC=1.[OH-].[Na+]. Product: [Cl:18][C:15]1[CH:16]=[CH:17][C:12]([O:11][CH2:10][C:9]([OH:37])=[O:8])=[C:13]([CH2:19][C:20]2[CH:25]=[C:24]([Cl:26])[CH:23]=[CH:22][C:21]=2[O:27][CH:28]([CH3:36])[C:29](=[O:35])[N:30]2[CH2:34][CH2:33][CH2:32][CH2:31]2)[CH:14]=1. The catalyst class is: 5. (5) Reactant: [C:1]1([C@H:7]([NH:9][C:10]2[C:19]3[C:14](=[CH:15][C:16]([O:23][CH2:24][CH2:25][N:26]4[CH2:31][CH2:30][NH:29][CH2:28][CH2:27]4)=[C:17]([N+:20]([O-:22])=[O:21])[CH:18]=3)[N:13]=[CH:12][N:11]=2)[CH3:8])[CH:6]=[CH:5][CH:4]=[CH:3][CH:2]=1.[O:32]1[CH2:36][CH:35]=[CH:34][C:33]1=[O:37]. Product: [C:1]1([C@H:7]([NH:9][C:10]2[C:19]3[C:14](=[CH:15][C:16]([O:23][CH2:24][CH2:25][N:26]4[CH2:31][CH2:30][N:29]([CH:35]5[CH2:36][O:32][C:33](=[O:37])[CH2:34]5)[CH2:28][CH2:27]4)=[C:17]([N+:20]([O-:22])=[O:21])[CH:18]=3)[N:13]=[CH:12][N:11]=2)[CH3:8])[CH:6]=[CH:5][CH:4]=[CH:3][CH:2]=1. The catalyst class is: 5. (6) Reactant: [CH:1]1([NH:4][C:5]([NH:7][C:8]2[CH:13]=[CH:12][C:11]([O:14][C:15]3[CH:20]=[CH:19][N:18]=[C:17]4[CH:21]=[C:22]([C:24]5[CH:29]=[CH:28][C:27]([CH2:30][NH:31][CH2:32][CH2:33][O:34][CH3:35])=[CH:26][CH:25]=5)[S:23][C:16]=34)=[C:10]([F:36])[CH:9]=2)=[O:6])[CH2:3][CH2:2]1.CCN(C(C)C)C(C)C.CN(C([O:53]N1N=NC2C=CC=NC1=2)=[N+](C)C)C.F[P-](F)(F)(F)(F)F.C([O:73][CH2:74][CH3:75])(=O)C. Product: [CH:1]1([NH:4][C:5](=[O:6])[NH:7][C:8]2[CH:13]=[CH:12][C:11]([O:14][C:15]3[CH:20]=[CH:19][N:18]=[C:17]4[CH:21]=[C:22]([C:24]5[CH:29]=[CH:28][C:27]([CH2:30][N:31]([CH2:32][CH2:33][O:34][CH3:35])[C:74](=[O:73])[CH2:75][OH:53])=[CH:26][CH:25]=5)[S:23][C:16]=34)=[C:10]([F:36])[CH:9]=2)[CH2:3][CH2:2]1. The catalyst class is: 3.